This data is from Antibody paratope prediction from SAbDab with 1,023 antibody chains. The task is: Token-level Classification. Given an antibody amino acid sequence, predict which amino acid positions are active in antigen binding. Output is a list of indices for active paratope positions. (1) Given the antibody sequence: DIVLAQSPDSLAVSPGERATIHCKSSQTLLYSSNNRHSIAWYQQRPGQPPKLLLYWASMRLSGVPDRFSGSGSGTDFTLTINNLQAEDVAIYYCHQYSSHPPTFGHGTRVELR, which amino acid positions are active in antigen binding (paratope)? The paratope positions are: [30, 31, 32, 33, 34, 35]. (2) The paratope positions are: [52, 83, 84, 85]. Given the antibody sequence: QVQLVQSGAEVKKPGASVKVSCKVSGYTLTELPVHWVRQAPGKGLEWVGSFDPESGESIYAREFQGSVTMTADTSTNIAYMELSSLRSDDTAVYYCAVPDPDAFDIWGQGTMVTVSS, which amino acid positions are active in antigen binding (paratope)?